From a dataset of Catalyst prediction with 721,799 reactions and 888 catalyst types from USPTO. Predict which catalyst facilitates the given reaction. (1) Reactant: C(N(CC)CC)C.Br[CH2:9][CH2:10][CH2:11][CH2:12][CH2:13][CH2:14][CH2:15][C:16]1[C:20]2[N:21]=[C:22]([CH2:37][CH2:38][CH2:39][CH3:40])[N:23]=[C:24]([NH:25]CC3C=CC(OC)=CC=3OC)[C:19]=2[NH:18][N:17]=1.[NH:41]1[CH2:46][CH2:45][CH2:44][CH2:43][CH2:42]1.FC(F)(F)C(O)=O. Product: [CH2:37]([C:22]1[N:23]=[C:24]([NH2:25])[C:19]2[NH:18][N:17]=[C:16]([CH2:15][CH2:14][CH2:13][CH2:12][CH2:11][CH2:10][CH2:9][N:41]3[CH2:46][CH2:45][CH2:44][CH2:43][CH2:42]3)[C:20]=2[N:21]=1)[CH2:38][CH2:39][CH3:40]. The catalyst class is: 10. (2) Reactant: [CH3:1][C:2]1(C)OC(=O)[CH:5]([C:9]([C:11]2[CH:12]=[C:13]3[C:18](=[CH:19][CH:20]=2)[N:17]=[CH:16][CH:15]=[CH:14]3)=[O:10])[C:4](=[O:21])[O:3]1. Product: [O:10]=[C:9]([C:11]1[CH:12]=[C:13]2[C:18](=[CH:19][CH:20]=1)[N:17]=[CH:16][CH:15]=[CH:14]2)[CH2:5][C:4]([O:3][CH2:2][CH3:1])=[O:21]. The catalyst class is: 8. (3) Reactant: P12(SP3(SP(SP(S3)(S1)=S)(=S)S2)=S)=[S:2].[NH2:15][C:16]1[C:21]2=[C:22]([C:35]#[N:36])[CH:23]=[C:24]([C@@H:25]3[O:31][C@H:30]([CH2:32][OH:33])[C@@H:28]([OH:29])[C@@:26]3([CH3:34])[OH:27])[N:20]2[N:19]=[CH:18][N:17]=1.O. Product: [NH2:15][C:16]1[C:21]2=[C:22]([C:35](=[S:2])[NH2:36])[CH:23]=[C:24]([C@@H:25]3[O:31][C@H:30]([CH2:32][OH:33])[C@@H:28]([OH:29])[C@@:26]3([CH3:34])[OH:27])[N:20]2[N:19]=[CH:18][N:17]=1. The catalyst class is: 14. (4) Reactant: C[O:2][C:3]1[CH:4]=[C:5]2[C:10](=[CH:11][CH:12]=1)[C:9]([C:13]([C:15]1[CH:20]=[CH:19][C:18]([O:21][CH2:22][CH2:23][N:24]3[CH2:29][CH2:28][CH2:27][CH2:26][CH2:25]3)=[CH:17][CH:16]=1)=[O:14])=[C:8]([C:30]1[CH:35]=[CH:34][C:33]([F:36])=[C:32]([F:37])[C:31]=1[F:38])[CH:7]=[CH:6]2.B(Br)(Br)Br.C(=O)(O)[O-].[Na+].C(Cl)(Cl)Cl.C(O)(C)C. Product: [OH:2][C:3]1[CH:4]=[C:5]2[C:10](=[CH:11][CH:12]=1)[C:9]([C:13]([C:15]1[CH:16]=[CH:17][C:18]([O:21][CH2:22][CH2:23][N:24]3[CH2:25][CH2:26][CH2:27][CH2:28][CH2:29]3)=[CH:19][CH:20]=1)=[O:14])=[C:8]([C:30]1[CH:35]=[CH:34][C:33]([F:36])=[C:32]([F:37])[C:31]=1[F:38])[CH:7]=[CH:6]2. The catalyst class is: 2. (5) Product: [Cl:12][C:7]1[CH:8]=[C:9]([Cl:11])[CH:10]=[C:2]2[C:3]=1[C:4](=[O:5])[NH:6][C:21]([C:20]1[CH:23]=[C:24]([CH3:25])[C:17]([O:16][CH2:15][CH2:14][OH:13])=[C:18]([CH3:26])[CH:19]=1)=[N:1]2. Reactant: [NH2:1][C:2]1[CH:10]=[C:9]([Cl:11])[CH:8]=[C:7]([Cl:12])[C:3]=1[C:4]([NH2:6])=[O:5].[OH:13][CH2:14][CH2:15][O:16][C:17]1[C:24]([CH3:25])=[CH:23][C:20]([CH:21]=O)=[CH:19][C:18]=1[CH3:26].S([O-])(O)=O.[Na+].O.C1(C)C=CC(S(O)(=O)=O)=CC=1. The catalyst class is: 80. (6) Reactant: [Cl:1][C:2]1[CH:7]=[CH:6][C:5]([C:8]2[N:9]=[C:10]([N:17]3[CH:21]=[CH:20][N:19]=[C:18]3[CH3:22])[O:11][C:12]=2[CH2:13][CH2:14][CH2:15][OH:16])=[CH:4][CH:3]=1.[CH3:23][C:24]1([CH3:37])[CH2:33][CH2:32][C:31]([CH3:35])([CH3:34])[C:30]2[CH:29]=[C:28](O)[CH:27]=[CH:26][C:25]1=2.C(P(CCCC)CCCC)CCC.N(C(N1CCCCC1)=O)=NC(N1CCCCC1)=O. Product: [Cl:1][C:2]1[CH:3]=[CH:4][C:5]([C:8]2[N:9]=[C:10]([N:17]3[CH:21]=[CH:20][N:19]=[C:18]3[CH3:22])[O:11][C:12]=2[CH2:13][CH2:14][CH2:15][O:16][C:28]2[CH:27]=[CH:26][C:25]3[C:24]([CH3:37])([CH3:23])[CH2:33][CH2:32][C:31]([CH3:35])([CH3:34])[C:30]=3[CH:29]=2)=[CH:6][CH:7]=1. The catalyst class is: 7. (7) Reactant: [F:1][C:2]1[CH:7]=[CH:6][CH:5]=[CH:4][C:3]=1[CH2:8][O:9][C:10]1[CH:15]=[CH:14][C:13]([C@H:16]2[CH2:20][CH2:19][C@@H:18]([C:21]([NH:23][CH3:24])=[O:22])[N:17]2C(OC(C)(C)C)=O)=[CH:12][CH:11]=1.C([Cl:35])(C)=O. Product: [ClH:35].[F:1][C:2]1[CH:7]=[CH:6][CH:5]=[CH:4][C:3]=1[CH2:8][O:9][C:10]1[CH:15]=[CH:14][C:13]([C@@H:16]2[NH:17][C@H:18]([C:21]([NH:23][CH3:24])=[O:22])[CH2:19][CH2:20]2)=[CH:12][CH:11]=1. The catalyst class is: 370.